This data is from Full USPTO retrosynthesis dataset with 1.9M reactions from patents (1976-2016). The task is: Predict the reactants needed to synthesize the given product. (1) Given the product [OH:25][CH2:24][C:23]([O:28][CH3:29])([O:22][CH3:21])[CH2:26][O:27][CH2:2][C:3]1[CH:20]=[CH:19][C:6]([CH:7]=[C:8]2[C:13]3([CH3:17])[C:14]([CH3:16])([CH3:15])[CH:10]([CH2:11][CH2:12]3)[C:9]2=[O:18])=[CH:5][CH:4]=1, predict the reactants needed to synthesize it. The reactants are: Br[CH2:2][C:3]1[CH:20]=[CH:19][C:6]([CH:7]=[C:8]2[C:13]3([CH3:17])[C:14]([CH3:16])([CH3:15])[CH:10]([CH2:11][CH2:12]3)[C:9]2=[O:18])=[CH:5][CH:4]=1.[CH3:21][O:22][C:23]([O:28][CH3:29])([CH2:26][OH:27])[CH2:24][OH:25].CC([O-])(C)C.[K+].C(OCC)C. (2) Given the product [OH:1][C:2]1[CH:3]=[C:4]([CH:9]=[CH:10][CH:11]=1)[CH:5]=[CH:6][CH:7]=[N:12][NH:13][C:14]([NH2:16])=[S:15], predict the reactants needed to synthesize it. The reactants are: [OH:1][C:2]1[CH:3]=[C:4]([CH:9]=[CH:10][CH:11]=1)[CH:5]=[CH:6][CH:7]=O.[NH2:12][NH:13][C:14]([NH2:16])=[S:15]. (3) Given the product [Li+:1].[C:13]1([C:10]2[O:9][C:8]([C:6]([O-:7])=[O:5])=[N:12][N:11]=2)[CH:14]=[CH:15][CH:16]=[CH:17][CH:18]=1, predict the reactants needed to synthesize it. The reactants are: [Li+:1].[OH-].C([O:5][C:6]([C:8]1[O:9][C:10]([C:13]2[CH:18]=[CH:17][CH:16]=[CH:15][CH:14]=2)=[N:11][N:12]=1)=[O:7])C. (4) The reactants are: [CH3:1][O:2][C:3]1[CH:8]=[CH:7][CH:6]=[CH:5][C:4]=1[C:9]1[N:10]=[C:11]2[C:16]([CH3:17])=[CH:15][C:14]([CH:18]3[CH2:23][CH2:22][N:21]([CH2:24][CH2:25][N:26](C)[C:27](=O)OC(C)(C)C)[CH2:20][CH2:19]3)=[CH:13][N:12]2[CH:35]=1.Cl. Given the product [CH3:1][O:2][C:3]1[CH:8]=[CH:7][CH:6]=[CH:5][C:4]=1[C:9]1[N:10]=[C:11]2[C:16]([CH3:17])=[CH:15][C:14]([CH:18]3[CH2:23][CH2:22][N:21]([CH2:24][CH2:25][NH:26][CH3:27])[CH2:20][CH2:19]3)=[CH:13][N:12]2[CH:35]=1, predict the reactants needed to synthesize it.